From a dataset of Catalyst prediction with 721,799 reactions and 888 catalyst types from USPTO. Predict which catalyst facilitates the given reaction. (1) Reactant: [S:1]=[C:2]1[NH:6][N:5]=[C:4]([CH:7]=[O:8])[N:3]1[C:9]1[CH:14]=[CH:13][C:12]([CH3:15])=[CH:11][CH:10]=1.Cl[CH2:17][C:18]1[NH:19][C:20]2[CH:26]=[CH:25][CH:24]=[CH:23][C:21]=2[N:22]=1.C(=O)([O-])[O-].[K+].[K+]. Product: [NH:19]1[C:20]2[CH:26]=[CH:25][CH:24]=[CH:23][C:21]=2[N:22]=[C:18]1[CH2:17][S:1][C:2]1[N:3]([C:9]2[CH:14]=[CH:13][C:12]([CH3:15])=[CH:11][CH:10]=2)[C:4]([CH:7]=[O:8])=[N:5][N:6]=1. The catalyst class is: 21. (2) The catalyst class is: 9. Reactant: [C:1]([O:5][C:6]([N:8]1[CH2:13][CH2:12][N:11]([C:14]2[CH:22]=[CH:21][C:17]([C:18]([OH:20])=O)=[CH:16][CH:15]=2)[CH2:10][CH2:9]1)=[O:7])([CH3:4])([CH3:3])[CH3:2].CN(C(ON1N=NC2C=CC=NC1=2)=[N+](C)C)C.F[P-](F)(F)(F)(F)F.C(N(C(C)C)C(C)C)C.Cl.[F:57][C:58]1[C:59]2[N:60]([CH:65]=[C:66]([CH3:68])[N:67]=2)[CH:61]=[C:62]([NH2:64])[CH:63]=1. Product: [F:57][C:58]1[C:59]2[N:60]([CH:65]=[C:66]([CH3:68])[N:67]=2)[CH:61]=[C:62]([NH:64][C:18]([C:17]2[CH:16]=[CH:15][C:14]([N:11]3[CH2:12][CH2:13][N:8]([C:6]([O:5][C:1]([CH3:4])([CH3:2])[CH3:3])=[O:7])[CH2:9][CH2:10]3)=[CH:22][CH:21]=2)=[O:20])[CH:63]=1. (3) Reactant: [H-].[Na+].[Br:3][C:4]1[CH:5]=[C:6]([CH:12]=[C:13]([NH:15][C:16](=[O:21])[CH2:17][CH2:18][CH2:19]Cl)[CH:14]=1)[C:7]([O:9][CH2:10][CH3:11])=[O:8]. Product: [Br:3][C:4]1[CH:5]=[C:6]([CH:12]=[C:13]([N:15]2[CH2:19][CH2:18][CH2:17][C:16]2=[O:21])[CH:14]=1)[C:7]([O:9][CH2:10][CH3:11])=[O:8]. The catalyst class is: 1. (4) Reactant: C([O:4][CH:5]([CH2:17][N:18]([C:22]1[CH:27]=[CH:26][CH:25]=[C:24]([C:28]2[CH:29]=[CH:30][C:31]3[N:35]=[CH:34][N:33]([CH3:36])[C:32]=3[CH:37]=2)[CH:23]=1)[C:19](=[O:21])[CH3:20])[CH2:6][N:7]1[CH2:16][CH2:15][C:14]2[C:9](=[CH:10][CH:11]=[CH:12][CH:13]=2)[CH2:8]1)(=O)C.[OH-].[Li+]. Product: [CH2:8]1[C:9]2[C:14](=[CH:13][CH:12]=[CH:11][CH:10]=2)[CH2:15][CH2:16][N:7]1[CH2:6][CH:5]([OH:4])[CH2:17][N:18]([C:22]1[CH:27]=[CH:26][CH:25]=[C:24]([C:28]2[CH:29]=[CH:30][C:31]3[N:35]=[CH:34][N:33]([CH3:36])[C:32]=3[CH:37]=2)[CH:23]=1)[C:19](=[O:21])[CH3:20]. The catalyst class is: 88. (5) Reactant: [CH3:1][C:2]([CH3:21])=[CH:3][C:4]1[CH:5]=[C:6]([CH:11]=[CH:12][C:13]=1[O:14]C1CCCCO1)[C:7]([O:9][CH3:10])=[O:8].CC1C=CC(S([O-])(=O)=O)=CC=1.C1C=C[NH+]=CC=1. Product: [OH:14][C:13]1[CH:12]=[CH:11][C:6]([C:7]([O:9][CH3:10])=[O:8])=[CH:5][C:4]=1[CH:3]=[C:2]([CH3:21])[CH3:1]. The catalyst class is: 5.